This data is from Forward reaction prediction with 1.9M reactions from USPTO patents (1976-2016). The task is: Predict the product of the given reaction. (1) Given the reactants [CH3:1][C:2]([C:5]1[CH:10]=[CH:9][C:8]([CH2:11][N:12]2[C:17](=[O:18])[C:16]([C:19]([NH:21][CH2:22][C:23]([OH:25])=[O:24])=[O:20])=[C:15]([OH:26])[N:14]=[C:13]2[CH3:27])=[CH:7][CH:6]=1)([CH3:4])[CH3:3].CC(C1C=CC(CN2C(=O)C=C(O)N=C2C)=CC=1)(C)C.CCN(C(C)C)C(C)C.[N:57]([CH2:60][C:61](OCC)=O)=[C:58]=O.[OH-].[Na+].[ClH:68].[Cl:69][CH2:70]Cl, predict the reaction product. The product is: [Cl:68][C:61]1[CH:60]=[N:57][CH:58]=[C:70]([Cl:69])[C:27]=1[C:13]1[N:12]([CH2:11][C:8]2[CH:9]=[CH:10][C:5]([C:2]([CH3:1])([CH3:3])[CH3:4])=[CH:6][CH:7]=2)[C:17](=[O:18])[C:16]([C:19]([NH:21][CH2:22][C:23]([OH:25])=[O:24])=[O:20])=[C:15]([OH:26])[N:14]=1. (2) The product is: [CH2:1]([N:3]1[C:7]([N:8]2[CH2:12][CH2:11][CH2:10][CH2:9]2)=[N:6][C:5]([C:13]#[CH:14])=[N:4]1)[CH3:2]. Given the reactants [CH2:1]([N:3]1[C:7]([N:8]2[CH2:12][CH2:11][CH2:10][CH2:9]2)=[N:6][C:5]([C:13]#[C:14][Si](C)(C)C)=[N:4]1)[CH3:2], predict the reaction product. (3) The product is: [F:1][C:2]([F:7])([F:6])[C:3]([OH:5])=[O:4].[CH2:39]([S:36]([N:33]1[CH2:34][CH2:35][CH:30]([C:21]2[C:20]3[C:24](=[C:25]([C:27]([NH2:29])=[O:28])[CH:26]=[C:18]([C:15]4[CH:14]=[C:13]([CH2:12][N:10]([CH2:8][C:9]5[O:4][CH:3]=[CH:43][CH:44]=5)[CH3:11])[S:17][CH:16]=4)[CH:19]=3)[NH:23][CH:22]=2)[CH2:31][CH2:32]1)(=[O:37])=[O:38])[CH3:40]. Given the reactants [F:1][C:2]([F:7])([F:6])[C:3]([OH:5])=[O:4].[CH2:8]([N:10]([CH2:12][C:13]1[S:17][CH:16]=[C:15]([C:18]2[CH:19]=[C:20]3[C:24](=[C:25]([C:27]([NH2:29])=[O:28])[CH:26]=2)[NH:23][CH:22]=[C:21]3[CH:30]2[CH2:35][CH2:34][N:33]([S:36]([CH2:39][CH3:40])(=[O:38])=[O:37])[CH2:32][CH2:31]2)[CH:14]=1)[CH3:11])[CH3:9].CN[CH2:43][CH3:44], predict the reaction product. (4) Given the reactants [CH3:1][C:2]1([C:9]([OH:11])=[O:10])[CH2:7][CH2:6][C:5](=O)[CH2:4][CH2:3]1.[NH:12]1[CH2:17][CH2:16][O:15][CH2:14][CH2:13]1, predict the reaction product. The product is: [CH3:1][C:2]1([C:9]([OH:11])=[O:10])[CH2:7][CH2:6][C:5]([N:12]2[CH2:17][CH2:16][O:15][CH2:14][CH2:13]2)=[CH:4][CH2:3]1. (5) Given the reactants Cl[CH2:2][O:3][C:4](=[O:15])[CH:5]([NH:7][C:8]([O:10][C:11]([CH3:14])([CH3:13])[CH3:12])=[O:9])[CH3:6].[CH2:16]([N:18]1[C:23]([C:24]([C:26]2[CH:27]=[C:28]([CH:31]=[C:32]([CH3:34])[CH:33]=2)[C:29]#[N:30])=[O:25])=[C:22]([CH:35]([CH3:37])[CH3:36])[C:21](=[O:38])[NH:20][C:19]1=[O:39])[CH3:17].C([O-])([O-])=O.[K+].[K+], predict the reaction product. The product is: [C:29]([C:28]1[CH:27]=[C:26]([CH:33]=[C:32]([CH3:34])[CH:31]=1)[C:24]([C:23]1[N:18]([CH2:16][CH3:17])[C:19](=[O:39])[N:20]([CH2:2][O:3][C:4](=[O:15])[CH:5]([NH:7][C:8]([O:10][C:11]([CH3:14])([CH3:13])[CH3:12])=[O:9])[CH3:6])[C:21](=[O:38])[C:22]=1[CH:35]([CH3:37])[CH3:36])=[O:25])#[N:30]. (6) Given the reactants [CH3:1][S:2]([C:5]1[CH:10]=[C:9]([C:11]2([NH:14][C:15]([C:17]3[C:18]4[CH:19]=[N:20][N:21]([C:27]5[CH:32]=[CH:31][C:30]([F:33])=[CH:29][CH:28]=5)[C:22]=4[CH:23]=[C:24](Br)[CH:25]=3)=[O:16])[CH2:13][CH2:12]2)[CH:8]=[CH:7][N:6]=1)(=[O:4])=[O:3].CS([C:38]1C=C(C2(NC(C3C4C=NN(C5C=CC(F)=CC=5)C=4C=C(I)C=3)=O)CC2)C=C[N:39]=1)(=O)=O, predict the reaction product. The product is: [CH3:1][S:2]([C:5]1[CH:10]=[C:9]([C:11]2([NH:14][C:15]([C:17]3[C:18]4[CH:19]=[N:20][N:21]([C:27]5[CH:32]=[CH:31][C:30]([F:33])=[CH:29][CH:28]=5)[C:22]=4[CH:23]=[C:24]([C:38]#[N:39])[CH:25]=3)=[O:16])[CH2:13][CH2:12]2)[CH:8]=[CH:7][N:6]=1)(=[O:4])=[O:3].